From a dataset of Peptide-MHC class I binding affinity with 185,985 pairs from IEDB/IMGT. Regression. Given a peptide amino acid sequence and an MHC pseudo amino acid sequence, predict their binding affinity value. This is MHC class I binding data. (1) The peptide sequence is GRPNCFQIV. The MHC is HLA-A31:01 with pseudo-sequence HLA-A31:01. The binding affinity (normalized) is 0.0847. (2) The binding affinity (normalized) is 0.0101. The MHC is HLA-A01:01 with pseudo-sequence HLA-A01:01. The peptide sequence is FDHVNTLHF. (3) The peptide sequence is NLKSLLLENK. The MHC is HLA-A31:01 with pseudo-sequence HLA-A31:01. The binding affinity (normalized) is 0.357. (4) The peptide sequence is FLRDNRAVL. The MHC is BoLA-AW10 with pseudo-sequence BoLA-AW10. The binding affinity (normalized) is 0.0641. (5) The peptide sequence is YAMCLNTFVL. The MHC is HLA-B35:01 with pseudo-sequence HLA-B35:01. The binding affinity (normalized) is 0.651.